Dataset: Catalyst prediction with 721,799 reactions and 888 catalyst types from USPTO. Task: Predict which catalyst facilitates the given reaction. (1) Reactant: [OH:1][C@@H:2]1[CH2:6][C@H:5]([OH:7])[C@H:4]([CH2:8]/[CH:9]=[CH:10]\[CH2:11][CH2:12][CH2:13][C:14]([OH:16])=[O:15])[C@H:3]1/[CH:17]=[CH:18]/[C@@H:19]([OH:28])[CH2:20][CH2:21][C:22]1[CH:27]=[CH:26][CH:25]=[CH:24][CH:23]=1.[C:29](=O)([O-])[O-].[K+].[K+].IC. Product: [CH3:29][O:15][C:14](=[O:16])[CH2:13][CH2:12][CH2:11]/[CH:10]=[CH:9]\[CH2:8][C@H:4]1[C@@H:5]([OH:7])[CH2:6][C@@H:2]([OH:1])[C@@H:3]1/[CH:17]=[CH:18]/[C@@H:19]([OH:28])[CH2:20][CH2:21][C:22]1[CH:23]=[CH:24][CH:25]=[CH:26][CH:27]=1. The catalyst class is: 9. (2) Product: [C:13]([O:17][C:18](=[O:42])[C:19]1[CH:24]=[C:23]([O:25][CH2:26][C:27]2[CH:32]=[CH:31][CH:30]=[CH:29][CH:28]=2)[C:22]([CH2:5][CH:3]=[CH2:4])=[C:21]([O:34][CH2:35][C:36]2[CH:41]=[CH:40][CH:39]=[CH:38][CH:37]=2)[CH:20]=1)([CH3:16])([CH3:15])[CH3:14]. Reactant: II.[CH:3]([Mg]Br)([CH3:5])[CH3:4].[Li]CCCC.[C:13]([O:17][C:18](=[O:42])[C:19]1[CH:24]=[C:23]([O:25][CH2:26][C:27]2[CH:32]=[CH:31][CH:30]=[CH:29][CH:28]=2)[C:22](Br)=[C:21]([O:34][CH2:35][C:36]2[CH:41]=[CH:40][CH:39]=[CH:38][CH:37]=2)[CH:20]=1)([CH3:16])([CH3:15])[CH3:14].C([Cu])#N.[Li+].[Cl-].C(Br)C=C. The catalyst class is: 332. (3) Product: [Br:1][C:2]1[CH:10]=[C:9]([CH:11]([O:13][CH2:14][C:15]2([C:28]3[CH:33]=[CH:32][C:31]([F:34])=[CH:30][CH:29]=3)[CH2:20][CH2:19][NH:18][CH2:17][CH2:16]2)[CH3:12])[C:8]2[C:4](=[CH:5][NH:6][N:7]=2)[CH:3]=1. The catalyst class is: 55. Reactant: [Br:1][C:2]1[CH:10]=[C:9]([CH:11]([O:13][CH2:14][C:15]2([C:28]3[CH:33]=[CH:32][C:31]([F:34])=[CH:30][CH:29]=3)[CH2:20][CH2:19][N:18](C(OC(C)(C)C)=O)[CH2:17][CH2:16]2)[CH3:12])[C:8]2[C:4](=[CH:5][N:6](COCC[Si](C)(C)C)[N:7]=2)[CH:3]=1. (4) Reactant: [CH3:1][C:2]([CH3:29])=[CH:3][CH2:4][N:5]1[C:9]2[CH:10]=[C:11]([N+:14]([O-])=O)[CH:12]=[CH:13][C:8]=2[N:7]=[C:6]1[S:17][CH2:18][CH2:19][CH2:20][NH:21][C:22](=[O:28])[O:23][C:24]([CH3:27])([CH3:26])[CH3:25].[Cl-].[NH4+]. Product: [NH2:14][C:11]1[CH:12]=[CH:13][C:8]2[N:7]=[C:6]([S:17][CH2:18][CH2:19][CH2:20][NH:21][C:22](=[O:28])[O:23][C:24]([CH3:25])([CH3:26])[CH3:27])[N:5]([CH2:4][CH:3]=[C:2]([CH3:29])[CH3:1])[C:9]=2[CH:10]=1. The catalyst class is: 190. (5) Reactant: [C:1]([O:5][C:6]([N:8]1[CH2:13][CH2:12][C@@H:11]([CH2:14][CH2:15]O)[C@@H:10]([CH:17]=[CH2:18])[CH2:9]1)=[O:7])([CH3:4])([CH3:3])[CH3:2].C1C=CC(P(C2C=CC=CC=2)C2C=CC=CC=2)=CC=1.[C:38]1([N:44]2[C:48]([SH:49])=[N:47][N:46]=[N:45]2)[CH:43]=[CH:42][CH:41]=[CH:40][CH:39]=1.CC(OC(/N=N/C(OC(C)C)=O)=O)C. Product: [C:1]([O:5][C:6]([N:8]1[CH2:13][CH2:12][C@@H:11]([CH2:14][CH2:15][S:49][C:48]2[N:44]([C:38]3[CH:43]=[CH:42][CH:41]=[CH:40][CH:39]=3)[N:45]=[N:46][N:47]=2)[C@@H:10]([CH:17]=[CH2:18])[CH2:9]1)=[O:7])([CH3:4])([CH3:3])[CH3:2]. The catalyst class is: 1. (6) Reactant: [CH3:1][O:2][CH2:3][CH2:4][O:5][C@@H:6]1[C@H:10]([O:11][Si](C(C)(C)C)(C)C)[C@@H:9]([C@@H:19]([CH3:21])[OH:20])[O:8][C@H:7]1[N:22]1[CH:29]=[C:28]([CH3:30])[C:26](=[O:27])[NH:25][C:23]1=[O:24].[CH3:31][O:32][C:33]1[CH:54]=[CH:53][C:36]([C:37](Cl)([C:46]2[CH:51]=[CH:50][CH:49]=[CH:48][CH:47]=2)[C:38]2[CH:43]=[CH:42][C:41]([O:44][CH3:45])=[CH:40][CH:39]=2)=[CH:35][CH:34]=1.F.F.F.C(N(CC)CC)C.C(N(CC)CC)C. Product: [CH3:45][O:44][C:41]1[CH:40]=[CH:39][C:38]([C:37]([O:20][C@H:19]([CH3:21])[C@H:9]2[O:8][C@@H:7]([N:22]3[CH:29]=[C:28]([CH3:30])[C:26](=[O:27])[NH:25][C:23]3=[O:24])[C@H:6]([O:5][CH2:4][CH2:3][O:2][CH3:1])[C@@H:10]2[OH:11])([C:46]2[CH:47]=[CH:48][CH:49]=[CH:50][CH:51]=2)[C:36]2[CH:53]=[CH:54][C:33]([O:32][CH3:31])=[CH:34][CH:35]=2)=[CH:43][CH:42]=1. The catalyst class is: 49. (7) Reactant: [OH:1][C:2]1[CH:7]=[CH:6][C:5]([N:8]2[C:13](=[O:14])[C:12]([CH2:15][C:16]3[CH:21]=[CH:20][C:19]([C:22]4[C:23]([C:28]#[N:29])=[CH:24][CH:25]=[CH:26][CH:27]=4)=[CH:18][CH:17]=3)=[C:11]([CH2:30][CH2:31][CH3:32])[N:10]=[C:9]2[CH3:33])=[CH:4][CH:3]=1.I[CH2:35][C:36]([CH3:39])([CH3:38])[CH3:37].[C:40](=[O:43])([O-])[O-:41].[Cs+].[Cs+].C(OCC)(=O)C.C[N:53](C)C=O. Product: [CH3:35][C:36]([CH3:39])([CH3:38])[CH2:37][O:1][C:2]1[CH:3]=[CH:4][C:5]([N:8]2[C:13](=[O:14])[C:12]([CH2:15][C:16]3[CH:21]=[CH:20][C:19]([C:22]4[CH:27]=[CH:26][CH:25]=[CH:24][C:23]=4[C:28]4[NH:53][C:40](=[O:43])[O:41][N:29]=4)=[CH:18][CH:17]=3)=[C:11]([CH2:30][CH2:31][CH3:32])[N:10]=[C:9]2[CH3:33])=[CH:6][CH:7]=1. The catalyst class is: 6. (8) Reactant: N12CCCN=C1CCCCC2.[CH3:12][O:13][C:14](=[O:24])[C:15]#[C:16][C:17]1[CH:22]=[CH:21][CH:20]=[C:19]([F:23])[CH:18]=1.C1(C)C=C(C)C=C(C)C=1S([O-])(=O)=O.[NH2:38][N+:39]1[CH:44]=[CH:43][CH:42]=[C:41]([O:45][CH3:46])[N:40]=1. Product: [CH3:12][O:13][C:14]([C:15]1[C:16]([C:17]2[CH:22]=[CH:21][CH:20]=[C:19]([F:23])[CH:18]=2)=[N:38][N:39]2[C:44]=1[CH:43]=[CH:42][C:41]([O:45][CH3:46])=[N:40]2)=[O:24]. The catalyst class is: 10.